From a dataset of Forward reaction prediction with 1.9M reactions from USPTO patents (1976-2016). Predict the product of the given reaction. Given the reactants [CH2:1]([C:8]1[CH:9]=[N:10][C:11]2[C:16]([C:17]=1[C:18]1[CH:19]=[C:20]([NH2:24])[CH:21]=[CH:22][CH:23]=1)=[CH:15][CH:14]=[CH:13][C:12]=2[C:25]([F:28])([F:27])[F:26])[C:2]1[CH:7]=[CH:6][CH:5]=[CH:4][CH:3]=1.[CH:29]([C:31]1[CH:32]=[CH:33][CH:34]=[C:35]2[C:39]=1[NH:38][CH:37]=[CH:36]2)=O, predict the reaction product. The product is: [CH2:1]([C:8]1[CH:9]=[N:10][C:11]2[C:16]([C:17]=1[C:18]1[CH:19]=[C:20]([NH:24][CH2:29][C:31]3[CH:32]=[CH:33][CH:34]=[C:35]4[C:39]=3[NH:38][CH:37]=[CH:36]4)[CH:21]=[CH:22][CH:23]=1)=[CH:15][CH:14]=[CH:13][C:12]=2[C:25]([F:28])([F:26])[F:27])[C:2]1[CH:3]=[CH:4][CH:5]=[CH:6][CH:7]=1.